This data is from NCI-60 drug combinations with 297,098 pairs across 59 cell lines. The task is: Regression. Given two drug SMILES strings and cell line genomic features, predict the synergy score measuring deviation from expected non-interaction effect. (1) Drug 1: CC1C(C(CC(O1)OC2CC(CC3=C2C(=C4C(=C3O)C(=O)C5=C(C4=O)C(=CC=C5)OC)O)(C(=O)C)O)N)O.Cl. Drug 2: C1CN1P(=S)(N2CC2)N3CC3. Cell line: HCT116. Synergy scores: CSS=31.6, Synergy_ZIP=-5.08, Synergy_Bliss=-2.30, Synergy_Loewe=-12.8, Synergy_HSA=0.540. (2) Drug 1: CC1=C(C(=CC=C1)Cl)NC(=O)C2=CN=C(S2)NC3=CC(=NC(=N3)C)N4CCN(CC4)CCO. Drug 2: C#CCC(CC1=CN=C2C(=N1)C(=NC(=N2)N)N)C3=CC=C(C=C3)C(=O)NC(CCC(=O)O)C(=O)O. Cell line: COLO 205. Synergy scores: CSS=40.3, Synergy_ZIP=6.93, Synergy_Bliss=0.650, Synergy_Loewe=-20.2, Synergy_HSA=-2.91. (3) Drug 1: CCCCCOC(=O)NC1=NC(=O)N(C=C1F)C2C(C(C(O2)C)O)O. Drug 2: C(CN)CNCCSP(=O)(O)O. Cell line: HOP-62. Synergy scores: CSS=0.169, Synergy_ZIP=1.56, Synergy_Bliss=5.55, Synergy_Loewe=0.506, Synergy_HSA=1.01. (4) Drug 1: CC(CN1CC(=O)NC(=O)C1)N2CC(=O)NC(=O)C2. Drug 2: C1=NC2=C(N=C(N=C2N1C3C(C(C(O3)CO)O)O)F)N. Cell line: SK-MEL-28. Synergy scores: CSS=11.4, Synergy_ZIP=-5.87, Synergy_Bliss=-2.34, Synergy_Loewe=-1.62, Synergy_HSA=-0.850.